This data is from Peptide-MHC class II binding affinity with 134,281 pairs from IEDB. The task is: Regression. Given a peptide amino acid sequence and an MHC pseudo amino acid sequence, predict their binding affinity value. This is MHC class II binding data. (1) The peptide sequence is DEWVAMTKGEGGVWT. The MHC is DRB1_1101 with pseudo-sequence DRB1_1101. The binding affinity (normalized) is 0.513. (2) The peptide sequence is AGYLVGRKPLAFFSW. The MHC is DRB1_0101 with pseudo-sequence DRB1_0101. The binding affinity (normalized) is 0.954. (3) The peptide sequence is IHHQHVQDCDESVLT. The MHC is HLA-DQA10103-DQB10603 with pseudo-sequence HLA-DQA10103-DQB10603. The binding affinity (normalized) is 0. (4) The peptide sequence is YFKGNFERLAITKGK. The MHC is HLA-DPA10103-DPB10201 with pseudo-sequence HLA-DPA10103-DPB10201. The binding affinity (normalized) is 0.479. (5) The peptide sequence is INEPTAAAIAYGLDL. The MHC is HLA-DQA10102-DQB10602 with pseudo-sequence HLA-DQA10102-DQB10602. The binding affinity (normalized) is 0.818. (6) The peptide sequence is LELLQRRFGGTVIRN. The MHC is HLA-DQA10102-DQB10501 with pseudo-sequence HLA-DQA10102-DQB10501. The binding affinity (normalized) is 0.377. (7) The peptide sequence is TFAATTNPWASLPG. The MHC is DRB3_0101 with pseudo-sequence DRB3_0101. The binding affinity (normalized) is 0.